Predict the reactants needed to synthesize the given product. From a dataset of Full USPTO retrosynthesis dataset with 1.9M reactions from patents (1976-2016). Given the product [OH:12][C:3]1[C:2]([NH:1][C:26](=[O:33])[C:27]2[CH:32]=[CH:31][N:30]=[CH:29][CH:28]=2)=[CH:7][CH:6]=[C:5]([C:8]([F:11])([F:9])[F:10])[N:4]=1, predict the reactants needed to synthesize it. The reactants are: [NH2:1][C:2]1[C:3]([OH:12])=[N:4][C:5]([C:8]([F:11])([F:10])[F:9])=[CH:6][CH:7]=1.C(N(CC)CC)C.CN(C=O)C.Cl.[C:26](Cl)(=[O:33])[C:27]1[CH:32]=[CH:31][N:30]=[CH:29][CH:28]=1.